From a dataset of Full USPTO retrosynthesis dataset with 1.9M reactions from patents (1976-2016). Predict the reactants needed to synthesize the given product. (1) Given the product [C:14]([O-:26])(=[O:25])[CH2:15][C:16]([CH2:21][C:22]([O-:24])=[O:23])([C:18]([O-:20])=[O:19])[OH:17].[NH4+:27].[NH4+:27].[NH4+:27].[O:2]=[CH:3][C@@H:4]([C@H:6]([C@@H:8]([C@@H:10]([CH2:12][OH:13])[OH:11])[OH:9])[OH:7])[OH:5], predict the reactants needed to synthesize it. The reactants are: O.[O:2]=[CH:3][C@@H:4]([C@H:6]([C@@H:8]([C@@H:10]([CH2:12][OH:13])[OH:11])[OH:9])[OH:7])[OH:5].[C:14]([OH:26])(=[O:25])[CH2:15][C:16]([CH2:21][C:22]([OH:24])=[O:23])([C:18]([OH:20])=[O:19])[OH:17].[NH3:27].[SiH4].C([O-])(=O)CC(CC([O-])=O)(C([O-])=O)O.[NH4+].[NH4+].[NH4+]. (2) The reactants are: COC(C1N=C2C(C(F)(F)F)=CC([N+]([O-])=O)=CN2C=1Cl)=O.[CH3:22][O:23][C:24]([C:26]1[N:27]=[C:28]2[C:33]([C:34]([F:37])([F:36])[F:35])=[CH:32][C:31]([C:38]3[CH:43]=[CH:42][CH:41]=[CH:40][CH:39]=3)=[N:30][N:29]2[CH:44]=1)=[O:25].[Br:45]N1C(=O)CCC1=O. Given the product [CH3:22][O:23][C:24]([C:26]1[N:27]=[C:28]2[C:33]([C:34]([F:36])([F:37])[F:35])=[CH:32][C:31]([C:38]3[CH:43]=[CH:42][CH:41]=[CH:40][CH:39]=3)=[N:30][N:29]2[C:44]=1[Br:45])=[O:25], predict the reactants needed to synthesize it. (3) Given the product [CH2:26]([O:28][C:29]1[CH:30]=[C:31]([C:32]([C:34]2[CH:39]=[CH:38][CH:37]=[CH:36][CH:35]=2)=[CH:53][C:54]#[N:55])[CH:40]=[CH:41][C:42]=1[O:43][CH3:44])[CH3:27], predict the reactants needed to synthesize it. The reactants are: COC1C=C(C(C2C=CC(OC)=C(OC)C=2)=CC([O-])=O)C=CC=1OC.[CH2:26]([O:28][C:29]1[CH:30]=[C:31]([CH:40]=[CH:41][C:42]=1[O:43][CH3:44])[C:32]([C:34]1[CH:39]=[CH:38][CH:37]=[CH:36][CH:35]=1)=O)[CH3:27].C(OP([CH2:53][C:54]#[N:55])(=O)OCC)C.C[Si](C)(C)[N-][Si](C)(C)C.[Li+]. (4) Given the product [CH3:24][S:25]([O:14][CH:12]1[CH2:11][CH2:10][O:9][CH:8]([C:5]2[CH:6]=[CH:7][C:2]([Cl:1])=[CH:3][CH:4]=2)[CH2:13]1)(=[O:27])=[O:26], predict the reactants needed to synthesize it. The reactants are: [Cl:1][C:2]1[CH:7]=[CH:6][C:5]([CH:8]2[CH2:13][CH:12]([OH:14])[CH2:11][CH2:10][O:9]2)=[CH:4][CH:3]=1.CCN(C(C)C)C(C)C.[CH3:24][S:25](Cl)(=[O:27])=[O:26]. (5) The reactants are: F[C:2]1[CH:10]=[CH:9][CH:8]=[C:7]2[C:3]=1[CH:4]=[CH:5][NH:6]2.[H-].[Na+].Br[CH2:14][CH2:15][CH2:16][CH2:17][CH2:18][B:19]([OH:21])[OH:20].[CH3:22]N(C)C=O. Given the product [CH3:22][C:5]1[N:6]([CH2:14][CH2:15][CH2:16][CH2:17][CH2:18][B:19]([OH:21])[OH:20])[C:7]2[C:3]([CH:4]=1)=[CH:2][CH:10]=[CH:9][CH:8]=2, predict the reactants needed to synthesize it. (6) Given the product [F:17][C:15]1[CH:16]=[C:11]([C:5]2[CH:6]=[N:1][CH:2]=[N:3][CH:4]=2)[CH:12]=[C:13]([F:31])[C:14]=1[C:18]([N:20]1[CH2:24][CH2:23][CH2:22][C@H:21]1[CH2:25][N:26]1[CH2:30][CH2:29][CH2:28][CH2:27]1)=[O:19], predict the reactants needed to synthesize it. The reactants are: [N:1]1[CH:6]=[C:5](B(O)O)[CH:4]=[N:3][CH:2]=1.Br[C:11]1[CH:16]=[C:15]([F:17])[C:14]([C:18]([N:20]2[CH2:24][CH2:23][CH2:22][C@H:21]2[CH2:25][N:26]2[CH2:30][CH2:29][CH2:28][CH2:27]2)=[O:19])=[C:13]([F:31])[CH:12]=1.FC1C=C(C2C=CC(S(C)=O)=CC=2)C=C(F)C=1C(N1CCC[C@@]1(C)N1CCCC1)=O. (7) Given the product [C:1]([C:3]1[CH:8]=[CH:7][CH:6]=[CH:5][C:4]=1[C:9]1[CH:14]=[CH:13][C:12]([CH2:15][C:16]2[C:17](=[O:44])[N:18]([C@H:28]3[CH2:33][CH2:32][C@H:31]([O:34][CH:35]([CH2:41][CH2:42][O:43][S:53]([C:50]4[CH:51]=[CH:52][C:47]([CH3:46])=[CH:48][CH:49]=4)(=[O:55])=[O:54])[C:36]([O:38][CH2:39][CH3:40])=[O:37])[CH2:30][CH2:29]3)[C:19]3[N:20]([N:25]=[CH:26][N:27]=3)[C:21]=2[CH2:22][CH2:23][CH3:24])=[C:11]([F:45])[CH:10]=1)#[N:2], predict the reactants needed to synthesize it. The reactants are: [C:1]([C:3]1[CH:8]=[CH:7][CH:6]=[CH:5][C:4]=1[C:9]1[CH:14]=[CH:13][C:12]([CH2:15][C:16]2[C:17](=[O:44])[N:18]([C@H:28]3[CH2:33][CH2:32][C@H:31]([O:34][CH:35]([CH2:41][CH2:42][OH:43])[C:36]([O:38][CH2:39][CH3:40])=[O:37])[CH2:30][CH2:29]3)[C:19]3[N:20]([N:25]=[CH:26][N:27]=3)[C:21]=2[CH2:22][CH2:23][CH3:24])=[C:11]([F:45])[CH:10]=1)#[N:2].[CH3:46][C:47]1[CH:52]=[CH:51][C:50]([S:53](Cl)(=[O:55])=[O:54])=[CH:49][CH:48]=1.Cl. (8) Given the product [CH3:1][O:2][C:3]1[CH:11]=[C:10]([O:12][CH3:13])[CH:9]=[CH:8][C:4]=1[C:5]1[NH:19][C:20]2=[N:21][CH:22]=[CH:23][CH:24]=[C:25]2[N:26]=1, predict the reactants needed to synthesize it. The reactants are: [CH3:1][O:2][C:3]1[CH:11]=[C:10]([O:12][CH3:13])[CH:9]=[CH:8][C:4]=1[C:5](O)=O.O=P(Cl)(Cl)Cl.[NH2:19][C:20]1[C:25]([NH2:26])=[CH:24][CH:23]=[CH:22][N:21]=1.